This data is from Peptide-MHC class I binding affinity with 185,985 pairs from IEDB/IMGT. The task is: Regression. Given a peptide amino acid sequence and an MHC pseudo amino acid sequence, predict their binding affinity value. This is MHC class I binding data. The peptide sequence is VTNSTLEVT. The MHC is HLA-A02:01 with pseudo-sequence HLA-A02:01. The binding affinity (normalized) is 0.